This data is from Catalyst prediction with 721,799 reactions and 888 catalyst types from USPTO. The task is: Predict which catalyst facilitates the given reaction. (1) Reactant: [CH3:1][O:2][C:3]1[CH:8]=[CH:7][C:6]([O:9][CH3:10])=[CH:5][C:4]=1[CH:11]1[CH2:15][CH2:14][CH2:13][CH:12]1[CH2:16]OS(C)(=O)=O.[C-:22]#[N:23].[Na+]. Product: [CH3:1][O:2][C:3]1[CH:8]=[CH:7][C:6]([O:9][CH3:10])=[CH:5][C:4]=1[CH:11]1[CH2:15][CH2:14][CH2:13][CH:12]1[CH2:16][C:22]#[N:23]. The catalyst class is: 16. (2) Reactant: C(OC([N:8]1[CH2:13][CH2:12][CH:11]([NH:14][C:15]2[N:16]=[CH:17][C:18]3[CH:24]=[C:23]([C:25](=[O:45])[NH:26][C:27]4[CH:32]=[C:31]([C:33](=[O:43])[NH:34][CH2:35][C:36]5[CH:41]=[CH:40][CH:39]=[C:38]([Cl:42])[CH:37]=5)[CH:30]=[CH:29][C:28]=4[Cl:44])[C:22](=[O:46])[NH:21][C:19]=3[N:20]=2)[CH2:10][CH2:9]1)=O)(C)(C)C.Cl. Product: [ClH:42].[Cl:44][C:28]1[CH:29]=[CH:30][C:31]([C:33](=[O:43])[NH:34][CH2:35][C:36]2[CH:41]=[CH:40][CH:39]=[C:38]([Cl:42])[CH:37]=2)=[CH:32][C:27]=1[NH:26][C:25]([C:23]1[C:22](=[O:46])[NH:21][C:19]2[N:20]=[C:15]([NH:14][CH:11]3[CH2:12][CH2:13][NH:8][CH2:9][CH2:10]3)[N:16]=[CH:17][C:18]=2[CH:24]=1)=[O:45]. The catalyst class is: 12. (3) Reactant: [I:1][C:2]1[C:6]2=[N:7][CH:8]=[CH:9][CH:10]=[C:5]2[NH:4][CH:3]=1.[C:11]([O:15][C:16](O[C:16]([O:15][C:11]([CH3:14])([CH3:13])[CH3:12])=[O:17])=[O:17])([CH3:14])([CH3:13])[CH3:12]. Product: [I:1][C:2]1[C:6]2=[N:7][CH:8]=[CH:9][CH:10]=[C:5]2[N:4]([C:16]([O:15][C:11]([CH3:14])([CH3:13])[CH3:12])=[O:17])[CH:3]=1. The catalyst class is: 143. (4) Reactant: [CH3:1][O:2][C:3]([C:5]1[CH:13]=[C:12]2[C:8]([CH:9]=[CH:10][NH:11]2)=[CH:7][CH:6]=1)=[O:4].C([BH3-])#N.[Na+]. Product: [CH3:1][O:2][C:3]([C:5]1[CH:13]=[C:12]2[C:8]([CH2:9][CH2:10][NH:11]2)=[CH:7][CH:6]=1)=[O:4]. The catalyst class is: 15. (5) Reactant: C([N:14]1[CH2:17][CH:16]([O:18][CH:19]([C:27]2[CH:32]=[CH:31][C:30]([Cl:33])=[CH:29][CH:28]=2)[C:20]2[CH:25]=[CH:24][CH:23]=[CH:22][C:21]=2[Cl:26])[CH2:15]1)(C1C=CC=CC=1)C1C=CC=CC=1.ClC(OC(Cl)C)=O. The catalyst class is: 4. Product: [ClH:26].[Cl:26][C:21]1[CH:22]=[CH:23][CH:24]=[CH:25][C:20]=1[CH:19]([O:18][CH:16]1[CH2:17][NH:14][CH2:15]1)[C:27]1[CH:28]=[CH:29][C:30]([Cl:33])=[CH:31][CH:32]=1.